This data is from Peptide-MHC class II binding affinity with 134,281 pairs from IEDB. The task is: Regression. Given a peptide amino acid sequence and an MHC pseudo amino acid sequence, predict their binding affinity value. This is MHC class II binding data. (1) The peptide sequence is DIDLGRNEVVNDVST. The MHC is HLA-DPA10103-DPB10201 with pseudo-sequence HLA-DPA10103-DPB10201. The binding affinity (normalized) is 0.188. (2) The peptide sequence is TRKIMKVVNRWLFRHHHHHH. The MHC is HLA-DQA10501-DQB10302 with pseudo-sequence HLA-DQA10501-DQB10302. The binding affinity (normalized) is 0.